Dataset: NCI-60 drug combinations with 297,098 pairs across 59 cell lines. Task: Regression. Given two drug SMILES strings and cell line genomic features, predict the synergy score measuring deviation from expected non-interaction effect. (1) Cell line: A498. Drug 1: C1CN(P(=O)(OC1)NCCCl)CCCl. Drug 2: CCC1(C2=C(COC1=O)C(=O)N3CC4=CC5=C(C=CC(=C5CN(C)C)O)N=C4C3=C2)O.Cl. Synergy scores: CSS=26.3, Synergy_ZIP=-8.71, Synergy_Bliss=-4.74, Synergy_Loewe=-87.2, Synergy_HSA=-5.94. (2) Drug 1: CC1=C(C=C(C=C1)C(=O)NC2=CC(=CC(=C2)C(F)(F)F)N3C=C(N=C3)C)NC4=NC=CC(=N4)C5=CN=CC=C5. Drug 2: CC(C)NC(=O)C1=CC=C(C=C1)CNNC.Cl. Cell line: SK-MEL-5. Synergy scores: CSS=4.42, Synergy_ZIP=0.416, Synergy_Bliss=5.14, Synergy_Loewe=2.54, Synergy_HSA=2.60. (3) Drug 1: C1=CN(C(=O)N=C1N)C2C(C(C(O2)CO)O)O.Cl. Drug 2: CC1=C(C(CCC1)(C)C)C=CC(=CC=CC(=CC(=O)O)C)C. Cell line: SK-MEL-28. Synergy scores: CSS=15.9, Synergy_ZIP=-8.24, Synergy_Bliss=2.36, Synergy_Loewe=-12.5, Synergy_HSA=0.871. (4) Drug 1: CN(C)C1=NC(=NC(=N1)N(C)C)N(C)C. Drug 2: C1=CC(=CC=C1CCCC(=O)O)N(CCCl)CCCl. Cell line: MDA-MB-231. Synergy scores: CSS=16.3, Synergy_ZIP=0.0875, Synergy_Bliss=1.57, Synergy_Loewe=-7.96, Synergy_HSA=-1.47. (5) Cell line: IGROV1. Drug 1: C1=NC2=C(N1)C(=S)N=C(N2)N. Synergy scores: CSS=30.8, Synergy_ZIP=0.414, Synergy_Bliss=-0.203, Synergy_Loewe=-0.380, Synergy_HSA=0.361. Drug 2: CC(C)(C#N)C1=CC(=CC(=C1)CN2C=NC=N2)C(C)(C)C#N. (6) Drug 1: CC1C(C(CC(O1)OC2CC(OC(C2O)C)OC3=CC4=CC5=C(C(=O)C(C(C5)C(C(=O)C(C(C)O)O)OC)OC6CC(C(C(O6)C)O)OC7CC(C(C(O7)C)O)OC8CC(C(C(O8)C)O)(C)O)C(=C4C(=C3C)O)O)O)O. Drug 2: C1CN(CCN1C(=O)CCBr)C(=O)CCBr. Cell line: HCT116. Synergy scores: CSS=54.5, Synergy_ZIP=2.00, Synergy_Bliss=2.72, Synergy_Loewe=0.876, Synergy_HSA=2.82. (7) Drug 1: C1=C(C(=O)NC(=O)N1)F. Drug 2: C1=CN(C(=O)N=C1N)C2C(C(C(O2)CO)O)O.Cl. Cell line: T-47D. Synergy scores: CSS=37.7, Synergy_ZIP=-0.878, Synergy_Bliss=-2.06, Synergy_Loewe=-0.128, Synergy_HSA=0.173.